From a dataset of Catalyst prediction with 721,799 reactions and 888 catalyst types from USPTO. Predict which catalyst facilitates the given reaction. (1) Reactant: [Cl:1][C:2]1[N:7]=[CH:6][C:5]([CH:8]([NH2:10])[CH3:9])=[CH:4][CH:3]=1.C(N(C(C)C)CC)(C)C.[C:20]([O:24][C:25](O[C:25]([O:24][C:20]([CH3:23])([CH3:22])[CH3:21])=[O:26])=[O:26])([CH3:23])([CH3:22])[CH3:21]. Product: [C:20]([O:24][C:25](=[O:26])[NH:10][CH:8]([C:5]1[CH:6]=[N:7][C:2]([Cl:1])=[CH:3][CH:4]=1)[CH3:9])([CH3:23])([CH3:22])[CH3:21]. The catalyst class is: 10. (2) Reactant: C1C(CC2C=CC([N:14]=[C:15]=[O:16])=CC=2)=CC=C([N:17]=[C:18]=[O:19])C=1.C1C=C(CC2C=CC([N:33]=C=O)=CC=2)C(N=C=O)=CC=1.[CH2:39]([O:51]S(C1C=CC=CC=1)(=O)=O)[CH2:40]CCCCCCCCCC.[Na].FC(F)=C(F)F. Product: [NH2:14][C:15]([O:51][CH2:39][CH3:40])=[O:16].[NH2:33][C:18]([NH2:17])=[O:19]. The catalyst class is: 6. (3) Reactant: [CH:1]([C:4]1[NH:5][C:6]([C:22]2[CH:27]=[CH:26][CH:25]=[C:24]([CH3:28])[N:23]=2)=[C:7]([C:9]2[CH:10]=[C:11]([C:15]3[NH:19][C:18]([CH:20]=O)=[CH:17][CH:16]=3)[CH:12]=[CH:13][CH:14]=2)[N:8]=1)([CH3:3])[CH3:2].[H-].[Li+].[Al+3].[H-].[H-].[H-].O.[OH-].[Na+]. Product: [CH:1]([C:4]1[NH:5][C:6]([C:22]2[CH:27]=[CH:26][CH:25]=[C:24]([CH3:28])[N:23]=2)=[C:7]([C:9]2[CH:14]=[CH:13][CH:12]=[C:11]([C:15]3[NH:19][C:18]([CH3:20])=[CH:17][CH:16]=3)[CH:10]=2)[N:8]=1)([CH3:3])[CH3:2]. The catalyst class is: 7. (4) Reactant: [CH3:1][N:2]1[C:6](=[O:7])[N:5](/[CH:8]=[CH:9]/[C:10]([O:12]C(C)(C)C)=[O:11])[N:4]=[N:3]1. Product: [CH3:1][N:2]1[C:6](=[O:7])[N:5](/[CH:8]=[CH:9]/[C:10]([OH:12])=[O:11])[N:4]=[N:3]1. The catalyst class is: 106. (5) Reactant: [F:1][C:2]([F:19])([F:18])[O:3][C:4]1[CH:9]=[CH:8][C:7]([C:10]2[CH:15]=[CH:14][C:13]([C:16]#[N:17])=[CH:12][CH:11]=2)=[CH:6][CH:5]=1.FC(F)(F)OC1C=CC(B(O)O)=CC=1.[ClH:34]. Product: [ClH:34].[F:1][C:2]([F:18])([F:19])[O:3][C:4]1[CH:5]=[CH:6][C:7]([C:10]2[CH:15]=[CH:14][C:13]([CH2:16][NH2:17])=[CH:12][CH:11]=2)=[CH:8][CH:9]=1. The catalyst class is: 261. (6) Reactant: [CH2:1]([O:3][C:4](=[O:17])[CH2:5][N:6]1[C:10]([CH3:11])=[C:9]([CH2:12][C:13]([OH:15])=O)[C:8]([CH3:16])=[N:7]1)[CH3:2].CCN=C=NCCCN(C)C.Cl.ON1C2C=CC=CC=2N=N1.C(N(C(C)C)CC)(C)C.[Cl:49][C:50]1[CH:55]=[C:54]([F:56])[CH:53]=[CH:52][C:51]=1[CH2:57][NH2:58]. The catalyst class is: 42. Product: [CH2:1]([O:3][C:4](=[O:17])[CH2:5][N:6]1[C:10]([CH3:11])=[C:9]([CH2:12][C:13]([NH:58][CH2:57][C:51]2[CH:52]=[CH:53][C:54]([F:56])=[CH:55][C:50]=2[Cl:49])=[O:15])[C:8]([CH3:16])=[N:7]1)[CH3:2].